From a dataset of NCI-60 drug combinations with 297,098 pairs across 59 cell lines. Regression. Given two drug SMILES strings and cell line genomic features, predict the synergy score measuring deviation from expected non-interaction effect. Drug 1: CC1=C2C(C(=O)C3(C(CC4C(C3C(C(C2(C)C)(CC1OC(=O)C(C(C5=CC=CC=C5)NC(=O)OC(C)(C)C)O)O)OC(=O)C6=CC=CC=C6)(CO4)OC(=O)C)O)C)O. Drug 2: CNC(=O)C1=NC=CC(=C1)OC2=CC=C(C=C2)NC(=O)NC3=CC(=C(C=C3)Cl)C(F)(F)F. Cell line: HCT-15. Synergy scores: CSS=0.442, Synergy_ZIP=1.27, Synergy_Bliss=0.746, Synergy_Loewe=2.41, Synergy_HSA=-3.07.